The task is: Regression. Given a peptide amino acid sequence and an MHC pseudo amino acid sequence, predict their binding affinity value. This is MHC class II binding data.. This data is from Peptide-MHC class II binding affinity with 134,281 pairs from IEDB. (1) The peptide sequence is KQAFTFSPTYKAFLC. The MHC is DRB1_1302 with pseudo-sequence DRB1_1302. The binding affinity (normalized) is 0.515. (2) The peptide sequence is SKGDSARVTVKDVTF. The MHC is HLA-DPA10103-DPB10401 with pseudo-sequence HLA-DPA10103-DPB10401. The binding affinity (normalized) is 0. (3) The peptide sequence is PSGLVIPDNAKEKPQ. The MHC is DRB5_0101 with pseudo-sequence DRB5_0101. The binding affinity (normalized) is 0.